This data is from Forward reaction prediction with 1.9M reactions from USPTO patents (1976-2016). The task is: Predict the product of the given reaction. The product is: [F:20][C:21]1[CH:22]=[CH:23][C:24]([CH:27]([OH:41])[CH:28]([NH:40][C:10](=[O:12])[CH2:9][CH2:8][CH2:7][C:1]2[CH:2]=[CH:3][CH:4]=[CH:5][CH:6]=2)[CH2:29][C:30]2[CH:35]=[CH:34][C:33]([C:36]([F:39])([F:38])[F:37])=[CH:32][CH:31]=2)=[CH:25][CH:26]=1. Given the reactants [C:1]1([CH2:7][CH2:8][CH2:9][C:10]([OH:12])=O)[CH:6]=[CH:5][CH:4]=[CH:3][CH:2]=1.C(Cl)(=O)C(Cl)=O.Cl.[F:20][C:21]1[CH:26]=[CH:25][C:24]([CH:27]([OH:41])[CH:28]([NH2:40])[CH2:29][C:30]2[CH:35]=[CH:34][C:33]([C:36]([F:39])([F:38])[F:37])=[CH:32][CH:31]=2)=[CH:23][CH:22]=1.C(=O)([O-])O.[Na+], predict the reaction product.